From a dataset of Forward reaction prediction with 1.9M reactions from USPTO patents (1976-2016). Predict the product of the given reaction. Given the reactants F[C:2]1[CH:7]=[CH:6][C:5]([S:8]([C:11]2[CH:12]=[CH:13][C:14]([C:34]([F:37])([F:36])[F:35])=[C:15]([S:17]([NH:20][CH:21]3[CH2:26][CH2:25][N:24]([C:27]([O:29][C:30]([CH3:33])([CH3:32])[CH3:31])=[O:28])[CH2:23][CH2:22]3)(=[O:19])=[O:18])[CH:16]=2)(=[O:10])=[O:9])=[CH:4][CH:3]=1.[CH3:38][NH2:39], predict the reaction product. The product is: [CH3:38][NH:39][C:2]1[CH:7]=[CH:6][C:5]([S:8]([C:11]2[CH:12]=[CH:13][C:14]([C:34]([F:37])([F:35])[F:36])=[C:15]([S:17]([NH:20][CH:21]3[CH2:26][CH2:25][N:24]([C:27]([O:29][C:30]([CH3:32])([CH3:33])[CH3:31])=[O:28])[CH2:23][CH2:22]3)(=[O:19])=[O:18])[CH:16]=2)(=[O:9])=[O:10])=[CH:4][CH:3]=1.